Task: Predict which catalyst facilitates the given reaction.. Dataset: Catalyst prediction with 721,799 reactions and 888 catalyst types from USPTO (1) The catalyst class is: 24. Product: [Cl:23][C:17]1[CH:18]=[C:19]([Cl:22])[CH:20]=[CH:21][C:16]=1[CH2:15][CH2:14][O:13][C:6]1[CH:5]=[C:4]([CH:12]=[CH:11][C:7]=1[C:8]([NH2:10])=[O:9])[C:3]([OH:24])=[O:2]. Reactant: C[O:2][C:3](=[O:24])[C:4]1[CH:12]=[CH:11][C:7]([C:8]([NH2:10])=[O:9])=[C:6]([O:13][CH2:14][CH2:15][C:16]2[CH:21]=[CH:20][C:19]([Cl:22])=[CH:18][C:17]=2[Cl:23])[CH:5]=1.O.[OH-].[Li+].Cl. (2) Reactant: [OH-].[K+].[C:3]([O:7][CH:8]([C:14]1[C:18]([C:19]2[CH:20]=[CH:21][C:22]3[O:27][CH2:26][CH2:25][CH2:24][C:23]=3[CH:28]=2)=[C:17]([C:29]2[CH:34]=[CH:33][C:32]([O:35][CH3:36])=[CH:31][CH:30]=2)[S:16][C:15]=1[CH3:37])[C:9]([O:11]CC)=[O:10])([CH3:6])([CH3:5])[CH3:4]. Product: [C:3]([O:7][CH:8]([C:14]1[C:18]([C:19]2[CH:20]=[CH:21][C:22]3[O:27][CH2:26][CH2:25][CH2:24][C:23]=3[CH:28]=2)=[C:17]([C:29]2[CH:34]=[CH:33][C:32]([O:35][CH3:36])=[CH:31][CH:30]=2)[S:16][C:15]=1[CH3:37])[C:9]([OH:11])=[O:10])([CH3:6])([CH3:5])[CH3:4]. The catalyst class is: 7.